This data is from Full USPTO retrosynthesis dataset with 1.9M reactions from patents (1976-2016). The task is: Predict the reactants needed to synthesize the given product. Given the product [C:1]([O:9][CH:10]1[CH2:15][CH2:14][C:13](=[O:16])[CH2:12][CH2:11]1)(=[O:8])[C:2]1[CH:3]=[CH:4][CH:5]=[CH:6][CH:7]=1, predict the reactants needed to synthesize it. The reactants are: [C:1]([O:9][CH:10]1[CH2:15][CH2:14][CH:13]([OH:16])[CH2:12][CH2:11]1)(=[O:8])[C:2]1[CH:7]=[CH:6][CH:5]=[CH:4][CH:3]=1.[Cr](Cl)([O-])(=O)=O.[NH+]1C=CC=CC=1.